Dataset: Catalyst prediction with 721,799 reactions and 888 catalyst types from USPTO. Task: Predict which catalyst facilitates the given reaction. (1) Reactant: [CH3:1][C:2]1[S:6][C:5](/[CH:7]=[CH:8]/[C:9]([OH:11])=[O:10])=[CH:4][CH:3]=1.[H][H]. Product: [CH3:1][C:2]1[S:6][C:5]([CH2:7][CH2:8][C:9]([OH:11])=[O:10])=[CH:4][CH:3]=1. The catalyst class is: 522. (2) Reactant: [H-].[Na+].Br[CH2:4][CH2:5][O:6][CH3:7].[OH:8][C:9]1[CH:16]=[CH:15][C:12]([C:13]#[N:14])=[CH:11][C:10]=1[O:17][CH3:18].O. Product: [CH3:18][O:17][C:10]1[CH:11]=[C:12]([CH:15]=[CH:16][C:9]=1[O:8][CH2:4][CH2:5][O:6][CH3:7])[C:13]#[N:14]. The catalyst class is: 9. (3) Reactant: [F:1][C:2]1[C:11]([S:12][CH2:13][C@@H:14]2[CH2:16][O:15]2)=[C:10]2[C:5]([CH:6]=[CH:7][C:8]([O:17]C)=[N:9]2)=[N:4][CH:3]=1.FC(F)(F)S([O-])(=O)=O.[Yb+3].FC(F)(F)S([O-])(=O)=O.FC(F)(F)S([O-])(=O)=O. Product: [F:1][C:2]1[CH:3]=[N:4][C:5]2[CH:6]=[CH:7][C:8](=[O:17])[N:9]3[C@H:14]([CH2:16][OH:15])[CH2:13][S:12][C:11]=1[C:10]=23. The catalyst class is: 410. (4) Reactant: [CH2:1]([C:3]1([CH2:21][CH3:22])[C:8]2[CH:9]=[C:10](/[C:13](/[CH2:18][CH3:19])=[CH:14]/[C:15]([NH2:17])=O)[CH:11]=[CH:12][C:7]=2[NH:6][C:5](=[O:20])[O:4]1)[CH3:2].S(Cl)(Cl)=O. Product: [CH2:21]([C:3]1([CH2:1][CH3:2])[C:8]2[CH:9]=[C:10](/[C:13](/[CH2:18][CH3:19])=[CH:14]/[C:15]#[N:17])[CH:11]=[CH:12][C:7]=2[NH:6][C:5](=[O:20])[O:4]1)[CH3:22]. The catalyst class is: 12. (5) Reactant: [F:1][C:2]1[C:7]([O:8][CH3:9])=[CH:6][C:5]([O:10][CH3:11])=[C:4]([F:12])[C:3]=1[N:13]1[CH2:18][C:17]2[CH:19]=[N:20][C:21]3[NH:25][CH:24]=[CH:23][C:22]=3[C:16]=2[N:15]([CH3:26])[C:14]1=[O:27].[Br:28]N1C(=O)CCC1=O.[CH3:36][Si:37]([CH3:44])([CH3:43])[CH2:38][CH2:39][O:40][CH2:41]Cl. Product: [Br:28][C:23]1[C:22]2[C:16]3[N:15]([CH3:26])[C:14](=[O:27])[N:13]([C:3]4[C:2]([F:1])=[C:7]([O:8][CH3:9])[CH:6]=[C:5]([O:10][CH3:11])[C:4]=4[F:12])[CH2:18][C:17]=3[CH:19]=[N:20][C:21]=2[N:25]([CH2:41][O:40][CH2:39][CH2:38][Si:37]([CH3:44])([CH3:43])[CH3:36])[CH:24]=1. The catalyst class is: 35. (6) Product: [Br:1][C:2]1[CH:7]=[C:6]([O:8][CH3:9])[C:5]([O:10][CH3:11])=[CH:4][C:3]=1[CH2:12][Cl:16]. Reactant: [Br:1][C:2]1[CH:7]=[C:6]([O:8][CH3:9])[C:5]([O:10][CH3:11])=[CH:4][C:3]=1[CH2:12]O.S(Cl)([Cl:16])=O. The catalyst class is: 2.